From a dataset of Reaction yield outcomes from USPTO patents with 853,638 reactions. Predict the reaction yield, written as a fraction of the theoretical maximum amount of product (1.0 means a 100% yield; for example, 0.34 means a 34% yield). (1) The reactants are C1C(=O)N([Br:8])C(=O)C1.CC(N=NC(C#N)(C)C)(C#N)C.[C:21]([O:24][C:25]1[CH:30]=[CH:29][C:28]([CH2:31][C:32]([O:34][CH3:35])=[O:33])=[CH:27][CH:26]=1)(=[O:23])[CH3:22]. The catalyst is C(Cl)(Cl)(Cl)Cl. The product is [C:21]([O:24][C:25]1[CH:30]=[CH:29][C:28]([CH:31]([Br:8])[C:32]([O:34][CH3:35])=[O:33])=[CH:27][CH:26]=1)(=[O:23])[CH3:22]. The yield is 0.950. (2) The reactants are [F:1][C:2]([F:14])([F:13])[O:3][C:4]1[CH:12]=[CH:11][C:7]([C:8]([OH:10])=O)=[CH:6][CH:5]=1.CN(C(ON1N=NC2C=CC=NC1=2)=[N+](C)C)C.F[P-](F)(F)(F)(F)F.CCN(C(C)C)C(C)C.[NH2:48][C:49]([CH3:69])([CH2:52][O:53][C:54]1[CH:55]=[CH:56][C:57]2[CH2:61][O:60][B:59]([OH:62])[C:58]=2[C:63]=1[C:64]1[O:65][CH:66]=[CH:67][CH:68]=1)[C:50]#[N:51]. The catalyst is CN(C=O)C. The product is [C:50]([C:49]([NH:48][C:8](=[O:10])[C:7]1[CH:6]=[CH:5][C:4]([O:3][C:2]([F:1])([F:14])[F:13])=[CH:12][CH:11]=1)([CH3:69])[CH2:52][O:53][C:54]1[CH:55]=[CH:56][C:57]2[CH2:61][O:60][B:59]([OH:62])[C:58]=2[C:63]=1[C:64]1[O:65][CH:66]=[CH:67][CH:68]=1)#[N:51]. The yield is 0.210.